Task: Predict the reactants needed to synthesize the given product.. Dataset: Full USPTO retrosynthesis dataset with 1.9M reactions from patents (1976-2016) Given the product [CH:26]1([CH2:35][N:34]([CH2:32][CH3:33])[C:17](=[O:18])[CH2:16][N:7]2[C:8]3[C:13](=[CH:12][CH:11]=[C:10]([O:14][CH3:15])[CH:9]=3)[C:5]([C:3](=[O:4])[C:2]([CH3:20])([CH3:1])[CH3:21])=[N:6]2)[CH2:25][CH2:24][CH2:23][CH2:22][CH2:27]1, predict the reactants needed to synthesize it. The reactants are: [CH3:1][C:2]([CH3:21])([CH3:20])[C:3]([C:5]1[C:13]2[C:8](=[CH:9][C:10]([O:14][CH3:15])=[CH:11][CH:12]=2)[N:7]([CH2:16][C:17](O)=[O:18])[N:6]=1)=[O:4].[CH:22]1[CH:23]=[CH:24][C:25]2N(O)N=N[C:26]=2[CH:27]=1.[CH2:32]([NH:34][CH:35]1CCCCC1)[CH3:33].CCN(C(C)C)C(C)C.